Dataset: Catalyst prediction with 721,799 reactions and 888 catalyst types from USPTO. Task: Predict which catalyst facilitates the given reaction. (1) Reactant: [F:1][C:2]([F:15])([F:14])[CH2:3][N:4]1[CH2:9][CH2:8][N:7]2[N:10]=[C:11]([NH2:13])[CH:12]=[C:6]2[CH2:5]1.Br[C:17]1[C:18](=[O:25])[N:19]([CH3:24])[CH:20]=[C:21]([Br:23])[CH:22]=1.C(=O)([O-])[O-].[Cs+].[Cs+].CC1(C)C2C(=C(P(C3C=CC=CC=3)C3C=CC=CC=3)C=CC=2)OC2C(P(C3C=CC=CC=3)C3C=CC=CC=3)=CC=CC1=2. Product: [Br:23][C:21]1[CH:22]=[C:17]([NH:13][C:11]2[CH:12]=[C:6]3[CH2:5][N:4]([CH2:3][C:2]([F:1])([F:14])[F:15])[CH2:9][CH2:8][N:7]3[N:10]=2)[C:18](=[O:25])[N:19]([CH3:24])[CH:20]=1. The catalyst class is: 102. (2) Reactant: ClC1C2C(=CC(OCC)=C(NC(=O)C)C=2)N=CC=1C#N.C(OC(=O)[CH:27]([C:30]1[C:39]2[C:34](=[CH:35][C:36]([O:44][CH2:45][CH3:46])=[C:37]([NH:40][C:41](=[O:43])[CH3:42])[CH:38]=2)[N:33]=[CH:32][C:31]=1[C:47]#[N:48])[C:28]#[N:29])(C)(C)C.C(CC(OC(C)(C)C)=O)#N.[H-].[Na+].[NH:62]1[CH:66]=[CH:65][N:64]=[CH:63]1.Cl.N1C=CC=CC=1. Product: [NH2:48][C:47]1[N:29]=[C:28]([N:62]2[CH:66]=[CH:65][N:64]=[CH:63]2)[CH:27]=[C:30]2[C:31]=1[CH:32]=[N:33][C:34]1[CH:35]=[C:36]([O:44][CH2:45][CH3:46])[C:37]([NH:40][C:41](=[O:43])[CH3:42])=[CH:38][C:39]2=1. The catalyst class is: 6.